This data is from Reaction yield outcomes from USPTO patents with 853,638 reactions. The task is: Predict the reaction yield, written as a fraction of the theoretical maximum amount of product (1.0 means a 100% yield; for example, 0.34 means a 34% yield). (1) The reactants are [CH:1]1([CH2:4][N:5]([C@@H:17]2[CH2:22][CH2:21][CH2:20][CH2:19][C@H:18]2[OH:23])[C:6]([C@H:8]2[C@H:10]([C:11]3[CH:16]=[CH:15][CH:14]=[CH:13][CH:12]=3)[O:9]2)=[O:7])[CH2:3][CH2:2]1. The catalyst is C(#N)C.C(O)(C(F)(F)F)=O. The product is [CH:1]1([CH2:4][N:5]2[C@@H:17]3[CH2:22][CH2:21][CH2:20][CH2:19][C@H:18]3[O:23][C@@H:10]([C:11]3[CH:16]=[CH:15][CH:14]=[CH:13][CH:12]=3)[C@@H:8]([OH:9])[C:6]2=[O:7])[CH2:2][CH2:3]1. The yield is 0.810. (2) The reactants are Cl.[NH2:2][CH2:3][C:4]1[CH:5]=[C:6]2[C:10](=[CH:11][CH:12]=1)[C:9](=[O:13])[N:8]([CH:14]1[CH2:19][CH2:18][C:17](=[O:20])[NH:16][C:15]1=[O:21])[CH2:7]2.[F:22][C:23]([F:34])([F:33])[C:24]1[CH:25]=[C:26]([CH:30]=[CH:31][CH:32]=1)C(Cl)=O.C(N(CC)CC)C.CN(C)[CH:44]=[O:45]. No catalyst specified. The product is [O:21]=[C:15]1[CH:14]([N:8]2[CH2:7][C:6]3[C:10](=[CH:11][CH:12]=[C:4]([CH2:3][NH:2][C:44](=[O:45])[C:25]4[CH:26]=[CH:30][CH:31]=[CH:32][C:24]=4[C:23]([F:22])([F:33])[F:34])[CH:5]=3)[C:9]2=[O:13])[CH2:19][CH2:18][C:17](=[O:20])[NH:16]1. The yield is 0.430. (3) The reactants are [NH2:1][C:2]1[C:7]2[C:8]([Br:11])=[CH:9][S:10][C:6]=2[C:5]([CH2:12][OH:13])=[CH:4][N:3]=1. The catalyst is C1COCC1.O=[Mn]=O. The product is [NH2:1][C:2]1[C:7]2[C:8]([Br:11])=[CH:9][S:10][C:6]=2[C:5]([CH:12]=[O:13])=[CH:4][N:3]=1. The yield is 0.890. (4) The reactants are Br[C:2]1[C:10]2[C:5](=[CH:6][CH:7]=[CH:8][CH:9]=2)[N:4]([CH2:11][C:12]2[CH:13]=[C:14]([C:19]3[CH:24]=[CH:23][C:22]([C:25]([O:27][CH3:28])=[O:26])=[CH:21][CH:20]=3)[CH:15]=[CH:16][C:17]=2[CH3:18])[C:3]=1[C:29]([O:31][CH2:32][CH3:33])=[O:30].[C:34]([C:37]1[CH:42]=[CH:41][C:40](B(O)O)=[CH:39][CH:38]=1)(=[O:36])[CH3:35].C([O-])(O)=O.[Na+]. The catalyst is CN(C=O)C.O.[Pd]. The product is [C:34]([C:37]1[CH:42]=[CH:41][C:40]([C:2]2[C:10]3[C:5](=[CH:6][CH:7]=[CH:8][CH:9]=3)[N:4]([CH2:11][C:12]3[CH:13]=[C:14]([C:19]4[CH:20]=[CH:21][C:22]([C:25]([O:27][CH3:28])=[O:26])=[CH:23][CH:24]=4)[CH:15]=[CH:16][C:17]=3[CH3:18])[C:3]=2[C:29]([O:31][CH2:32][CH3:33])=[O:30])=[CH:39][CH:38]=1)(=[O:36])[CH3:35]. The yield is 0.470. (5) The reactants are F[C:2]1[CH:7]=[CH:6][C:5]([N+:8]([O-:10])=[O:9])=[CH:4][C:3]=1[C:11]([F:14])([F:13])[F:12].[F:15][C@H:16]1[C@H:21]([OH:22])[CH2:20][CH2:19][N:18]([C:23]([O:25][C:26]([CH3:29])([CH3:28])[CH3:27])=[O:24])[CH2:17]1.CC([O-])(C)C.[K+]. The catalyst is C1COCC1. The product is [F:15][C@H:16]1[C@H:21]([O:22][C:2]2[CH:7]=[CH:6][C:5]([N+:8]([O-:10])=[O:9])=[CH:4][C:3]=2[C:11]([F:14])([F:13])[F:12])[CH2:20][CH2:19][N:18]([C:23]([O:25][C:26]([CH3:29])([CH3:28])[CH3:27])=[O:24])[CH2:17]1. The yield is 0.720.